From a dataset of Full USPTO retrosynthesis dataset with 1.9M reactions from patents (1976-2016). Predict the reactants needed to synthesize the given product. (1) Given the product [CH3:14][C:15]1[N:16]=[C:17]([N:25]2[CH2:29][CH2:28][N:27]([CH2:7][CH:8]3[CH2:13][CH2:12][CH2:11][CH2:10][O:9]3)[C:26]2=[O:30])[S:18][C:19]=1[C:20]([O:22][CH2:23][CH3:24])=[O:21], predict the reactants needed to synthesize it. The reactants are: C1(CBr)CC1.Br[CH2:7][CH:8]1[CH2:13][CH2:12][CH2:11][CH2:10][O:9]1.[CH3:14][C:15]1[N:16]=[C:17]([N:25]2[CH2:29][CH2:28][NH:27][C:26]2=[O:30])[S:18][C:19]=1[C:20]([O:22][CH2:23][CH3:24])=[O:21]. (2) Given the product [CH3:14][C:15]([C:16]1[CH:17]=[CH:18][CH:19]=[C:14]2[C:15]=1[C@@H:30]1[CH2:31][C:32](=[O:39])[CH2:33][CH2:36][C@H:35]1[CH2:34][O:13]2)([CH2:30][CH2:31][CH2:32][CH2:33][CH2:34][CH3:35])[CH3:16], predict the reactants needed to synthesize it. The reactants are: [Si](OS(C(F)(F)F)(=O)=O)(C)(C)C.[OH:13][C:14]1[CH:19]=[C:18](C(C)(CCCCCC)C)[CH:17]=[C:16](O)[C:15]=1[C@H:30]1[C@H:35]2[CH2:36][C@H:33]([C:34]2(C)C)[C:32](=[O:39])[CH2:31]1.C(Cl)Cl.[N+](C)([O-])=O.